This data is from Forward reaction prediction with 1.9M reactions from USPTO patents (1976-2016). The task is: Predict the product of the given reaction. (1) Given the reactants Br[C:2]1[CH:3]=[C:4]([NH:8][C@H:9]([C:15]2[CH:20]=[CH:19][CH:18]=[CH:17][CH:16]=2)[CH2:10][NH:11][C:12](=[O:14])[CH3:13])[CH:5]=[N:6][CH:7]=1.CC1(C)C(C)(C)OB([C:29]2[CH:30]=[C:31]3[C:35](=[CH:36][CH:37]=2)[NH:34][C:33](=[O:38])[CH2:32]3)O1.C(=O)([O-])[O-].[K+].[K+].O1CCOCC1, predict the reaction product. The product is: [O:38]=[C:33]1[CH2:32][C:31]2[C:35](=[CH:36][CH:37]=[C:29]([C:2]3[CH:3]=[C:4]([NH:8][C@H:9]([C:15]4[CH:20]=[CH:19][CH:18]=[CH:17][CH:16]=4)[CH2:10][NH:11][C:12](=[O:14])[CH3:13])[CH:5]=[N:6][CH:7]=3)[CH:30]=2)[NH:34]1. (2) The product is: [C:1]([C@@H:4]1[CH2:9][CH2:8][CH2:7][C@H:6]([NH:10][C:11](=[O:20])[O:12][CH2:13][C:14]2[CH:15]=[CH:16][CH:17]=[CH:18][CH:19]=2)[CH2:5]1)#[N:2]. Given the reactants [C:1]([C@@H:4]1[CH2:9][CH2:8][CH2:7][C@H:6]([NH:10][C:11](=[O:20])[O:12][CH2:13][C:14]2[CH:19]=[CH:18][CH:17]=[CH:16][CH:15]=2)[CH2:5]1)(=O)[NH2:2].ClC1N=C(Cl)N=C(Cl)N=1, predict the reaction product. (3) Given the reactants O1CCC[CH2:2]1.[OH:6][C:7]1[C:8]([CH:17]2[C:25]3[C:20](=[CH:21][CH:22]=[CH:23][CH:24]=3)[NH:19][C:18]2=[O:26])=[CH:9][C:10]2[O:15][CH2:14][CH2:13][O:12][C:11]=2[CH:16]=1.C(=O)([O-])[O-].[Cs+].[Cs+].ClCI, predict the reaction product. The product is: [NH:19]1[C:20]2[C:25](=[CH:24][CH:23]=[CH:22][CH:21]=2)[C:17]2([C:8]3[C:7](=[CH:16][C:11]4[O:12][CH2:13][CH2:14][O:15][C:10]=4[CH:9]=3)[O:6][CH2:2]2)[C:18]1=[O:26]. (4) Given the reactants [CH3:1][NH:2][C:3]([C:5]1[N:6]([CH3:20])[C:7]([C:10]2[S:18][C:17]3[C:12](=[N:13][CH:14]=[CH:15][C:16]=3Cl)[CH:11]=2)=[CH:8][N:9]=1)=[O:4].[CH3:21][C:22]1[NH:23][C:24]2[C:29]([CH:30]=1)=[CH:28][C:27]([NH2:31])=[CH:26][CH:25]=2, predict the reaction product. The product is: [CH3:1][NH:2][C:3]([C:5]1[N:6]([CH3:20])[C:7]([C:10]2[S:18][C:17]3[C:12](=[N:13][CH:14]=[CH:15][C:16]=3[NH:31][C:27]3[CH:28]=[C:29]4[C:24](=[CH:25][CH:26]=3)[NH:23][C:22]([CH3:21])=[CH:30]4)[CH:11]=2)=[CH:8][N:9]=1)=[O:4]. (5) Given the reactants [Cl:1][C:2]1[CH:7]=[CH:6][C:5]([NH:8][C:9]2[C:10]([C:19]([NH:21][NH2:22])=[O:20])=[CH:11][C:12]3[NH:16][CH:15]=[N:14][C:13]=3[C:17]=2[F:18])=[C:4]([CH3:23])[CH:3]=1.[CH:24](OCC)(OCC)OCC.CC1C=CC(S(O)(=O)=O)=CC=1.O, predict the reaction product. The product is: [Cl:1][C:2]1[CH:7]=[CH:6][C:5]([NH:8][C:9]2[C:10]([C:19]3[O:20][CH:24]=[N:22][N:21]=3)=[CH:11][C:12]3[NH:16][CH:15]=[N:14][C:13]=3[C:17]=2[F:18])=[C:4]([CH3:23])[CH:3]=1. (6) Given the reactants [Br:1][C:2]1[CH:11]=[C:10]2[C:5]([CH2:6][CH2:7][N:8](C(OC(C)(C)C)=O)[CH2:9]2)=[CH:4][C:3]=1[F:19].[ClH:20].O1CCOCC1, predict the reaction product. The product is: [Br:1][C:2]1[CH:11]=[C:10]2[C:5]([CH2:6][CH2:7][NH:8][CH2:9]2)=[CH:4][C:3]=1[F:19].[ClH:20]. (7) Given the reactants [OH:1][N:2]1[C:6](=[O:7])[C:5]2=[CH:8][CH:9]=[CH:10][CH:11]=[C:4]2[C:3]1=[O:12].C(N(CC)CC)C.Cl[CH2:21][C:22]1[N:23]([CH2:35][CH2:36][CH2:37][NH:38][C:39](=[O:45])[O:40][C:41]([CH3:44])([CH3:43])[CH3:42])[C:24]2[C:33]3[N:32]=[CH:31][CH:30]=[CH:29][C:28]=3[N:27]=[CH:26][C:25]=2[N:34]=1, predict the reaction product. The product is: [O:7]=[C:6]1[C:5]2[C:4](=[CH:11][CH:10]=[CH:9][CH:8]=2)[C:3](=[O:12])[N:2]1[O:1][CH2:21][C:22]1[N:23]([CH2:35][CH2:36][CH2:37][NH:38][C:39](=[O:45])[O:40][C:41]([CH3:43])([CH3:42])[CH3:44])[C:24]2[C:33]3[N:32]=[CH:31][CH:30]=[CH:29][C:28]=3[N:27]=[CH:26][C:25]=2[N:34]=1. (8) The product is: [C:1]([O:8][C@H:9]1[CH2:26][CH2:25][C@@:24]2([CH3:27])[C@@H:11]([CH2:12][CH2:13][C@:14]3([CH3:38])[C@@H:23]2[CH2:22][CH2:21][C@H:20]2[C@@:15]3([CH3:37])[CH2:16][CH2:17][C@@:18]3([C:34]([OH:36])=[O:35])[CH2:30][CH2:29][C@@H:28]([C:31]([CH3:33])=[CH2:32])[C@@H:19]32)[C:10]1([CH3:40])[CH3:39])(=[O:3])[CH3:2]. Given the reactants [C:1](OC(=O)C)(=[O:3])[CH3:2].[OH:8][C@H:9]1[CH2:26][CH2:25][C@@:24]2([CH3:27])[C@@H:11]([CH2:12][CH2:13][C@:14]3([CH3:38])[C@@H:23]2[CH2:22][CH2:21][C@H:20]2[C@@:15]3([CH3:37])[CH2:16][CH2:17][C@@:18]3([C:34]([OH:36])=[O:35])[CH2:30][CH2:29][C@@H:28]([C:31]([CH3:33])=[CH2:32])[C@@H:19]32)[C:10]1([CH3:40])[CH3:39].CCN(C(C)C)C(C)C, predict the reaction product.